Task: Predict the reaction yield, written as a fraction of the theoretical maximum amount of product (1.0 means a 100% yield; for example, 0.34 means a 34% yield).. Dataset: Reaction yield outcomes from USPTO patents with 853,638 reactions (1) The reactants are [NH2:1][C:2]1[N:6]([C:7]2[CH:12]=[CH:11][C:10]([S:13]([CH3:16])(=[O:15])=[O:14])=[CH:9][CH:8]=2)[N:5]=[CH:4][C:3]=1[C:17]#[N:18].[CH3:19][N+:20]([CH3:24])=[C:21](Cl)[Cl:22].[Cl-]. The catalyst is ClCCCl. The product is [Cl:22][C:21]([N:20]([CH3:24])[CH3:19])=[N:1][C:2]1[N:6]([C:7]2[CH:8]=[CH:9][C:10]([S:13]([CH3:16])(=[O:15])=[O:14])=[CH:11][CH:12]=2)[N:5]=[CH:4][C:3]=1[C:17]#[N:18]. The yield is 0.800. (2) The reactants are Cl[CH2:2][N:3]1[CH2:7][CH:6]([CH2:8][CH2:9][CH3:10])[CH2:5][C:4]1=[O:11].[Al+3].[Cl-].[Cl-].[Cl-].[CH3:16][N:17]1[C:21]([NH2:22])=[CH:20][CH:19]=[N:18]1.C(=O)(O)[O-].[Na+]. The catalyst is C(Cl)Cl.O. The product is [NH2:22][C:21]1[N:17]([CH3:16])[N:18]=[CH:19][C:20]=1[CH2:2][N:3]1[CH2:7][CH:6]([CH2:8][CH2:9][CH3:10])[CH2:5][C:4]1=[O:11]. The yield is 0.160. (3) The reactants are [NH2:1][C:2]1[CH:3]=[CH:4][C:5]2[CH2:11][CH2:10][CH:9]([NH:12][CH2:13][CH2:14][OH:15])[CH2:8][CH2:7][C:6]=2[C:16]=1[O:17][CH3:18].Cl[C:20]1[N:25]=[C:24]([NH:26][C:27]2[CH:32]=[CH:31][CH:30]=[CH:29][C:28]=2[S:33]([N:36]2[CH2:40][CH2:39][CH:38]([OH:41])[CH2:37]2)(=[O:35])=[O:34])[C:23]([Cl:42])=[CH:22][N:21]=1. No catalyst specified. The product is [Cl:42][C:23]1[C:24]([NH:26][C:27]2[CH:32]=[CH:31][CH:30]=[CH:29][C:28]=2[S:33]([N:36]2[CH2:40][CH2:39][CH:38]([OH:41])[CH2:37]2)(=[O:34])=[O:35])=[N:25][C:20]([NH:1][C:2]2[CH:3]=[CH:4][C:5]3[CH2:11][CH2:10][CH:9]([NH:12][CH2:13][CH2:14][OH:15])[CH2:8][CH2:7][C:6]=3[C:16]=2[O:17][CH3:18])=[N:21][CH:22]=1. The yield is 0.260. (4) The reactants are C[O:2][C:3](=O)[CH2:4][C:5]([C:7]1[CH:8]=[CH:9][C:10]2[O:16][CH2:15][CH2:14][N:13]([C:17]([O:19][C:20]([CH3:23])([CH3:22])[CH3:21])=[O:18])[CH2:12][C:11]=2[CH:24]=1)=[O:6].[CH2:26]([NH2:33])[C:27]1[CH:32]=[CH:31][CH:30]=[CH:29][CH:28]=1. The catalyst is CC1C=CC=CC=1C. The product is [O:2]=[C:3]([NH:33][CH2:26][C:27]1[CH:32]=[CH:31][CH:30]=[CH:29][CH:28]=1)[CH2:4][C:5]([C:7]1[CH:8]=[CH:9][C:10]2[O:16][CH2:15][CH2:14][N:13]([C:17]([O:19][C:20]([CH3:21])([CH3:22])[CH3:23])=[O:18])[CH2:12][C:11]=2[CH:24]=1)=[O:6]. The yield is 0.600.